Dataset: Full USPTO retrosynthesis dataset with 1.9M reactions from patents (1976-2016). Task: Predict the reactants needed to synthesize the given product. (1) The reactants are: [BH4-].[Na+].[Br:3][C:4]1[CH:5]=[C:6]([C:19]([CH3:22])([CH3:21])[CH3:20])[C:7]([O:17][CH3:18])=[C:8]([N:10]2[CH2:15][CH2:14][C:13](=[O:16])[CH2:12][CH2:11]2)[CH:9]=1.C(Cl)Cl.C(OCC)(=O)C. Given the product [Br:3][C:4]1[CH:5]=[C:6]([C:19]([CH3:22])([CH3:21])[CH3:20])[C:7]([O:17][CH3:18])=[C:8]([N:10]2[CH2:15][CH2:14][CH:13]([OH:16])[CH2:12][CH2:11]2)[CH:9]=1, predict the reactants needed to synthesize it. (2) Given the product [C:1]([O:5][C:6]([N:8]1[CH2:13][CH2:12][N:11]([C:19](=[S:21])[NH2:14])[CH2:10][CH2:9]1)=[O:7])([CH3:4])([CH3:2])[CH3:3], predict the reactants needed to synthesize it. The reactants are: [C:1]([O:5][C:6]([N:8]1[CH2:13][CH2:12][NH:11][CH2:10][CH2:9]1)=[O:7])([CH3:4])([CH3:3])[CH3:2].[N:14]1[CH:19]=CC=CC=1.C(Cl)(Cl)=[S:21].N.